The task is: Predict the product of the given reaction.. This data is from Forward reaction prediction with 1.9M reactions from USPTO patents (1976-2016). (1) Given the reactants [C:1]([C:3]1[CH:8]=[CH:7][C:6]([CH2:9][CH2:10]C(O)=O)=[CH:5][C:4]=1[CH3:14])#[N:2].C([N:17](CC)CC)C, predict the reaction product. The product is: [NH2:17][CH2:10][CH2:9][C:6]1[CH:7]=[CH:8][C:3]([C:1]#[N:2])=[C:4]([CH3:14])[CH:5]=1. (2) Given the reactants [C:1]1([CH3:16])[CH:6]=[CH:5][CH:4]=[CH:3][C:2]=1[CH:7]=[CH:8][C:9]1[CH:14]=[CH:13][N:12]=[C:11]([NH2:15])[CH:10]=1, predict the reaction product. The product is: [C:1]1([CH3:16])[CH:6]=[CH:5][CH:4]=[CH:3][C:2]=1[CH2:7][CH2:8][C:9]1[CH:14]=[CH:13][N:12]=[C:11]([NH2:15])[CH:10]=1. (3) Given the reactants [CH3:1][C:2]1[CH:3]=[C:4]2[C:9](=[CH:10][CH:11]=1)[N:8]=[CH:7][CH:6]=[CH:5]2.OO.O.[O-:15]S([O-])=O.[Na+].[Na+], predict the reaction product. The product is: [CH3:1][C:2]1[CH:3]=[C:4]2[C:9](=[CH:10][CH:11]=1)[N+:8]([O-:15])=[CH:7][CH:6]=[CH:5]2. (4) Given the reactants [C:1]12([CH:11]([OH:24])[CH2:12][NH:13][C:14]3[C:15]4[CH2:23][CH2:22][NH:21][CH2:20][C:16]=4[N:17]=[CH:18][N:19]=3)[CH2:10][CH:5]3[CH2:6][CH:7]([CH2:9][CH:3]([CH2:4]3)[CH2:2]1)[CH2:8]2.[F:25][C:26]1[CH:33]=[C:32]([F:34])[CH:31]=[CH:30][C:27]=1[CH:28]=O.C(O)(=O)C, predict the reaction product. The product is: [C:1]12([CH:11]([OH:24])[CH2:12][NH:13][C:14]3[C:15]4[CH2:23][CH2:22][N:21]([CH2:28][C:27]5[CH:30]=[CH:31][C:32]([F:34])=[CH:33][C:26]=5[F:25])[CH2:20][C:16]=4[N:17]=[CH:18][N:19]=3)[CH2:2][CH:3]3[CH2:4][CH:5]([CH2:6][CH:7]([CH2:9]3)[CH2:8]1)[CH2:10]2. (5) The product is: [F:11][C:12]1[CH:19]=[CH:18][CH:17]=[CH:16][C:13]=1[CH2:14][N:4]1[C:5]2=[N:6][CH:7]=[CH:8][CH:9]=[C:10]2[C:2]([I:1])=[N:3]1. Given the reactants [I:1][C:2]1[C:10]2[C:5](=[N:6][CH:7]=[CH:8][CH:9]=2)[NH:4][N:3]=1.[F:11][C:12]1[CH:19]=[CH:18][CH:17]=[CH:16][C:13]=1[CH2:14]Br, predict the reaction product. (6) Given the reactants [Cl:1][C:2]1[CH:9]=[C:8]([CH:10]2[CH2:12][CH2:11]2)[CH:7]=[CH:6][C:3]=1[CH:4]=O.[F:13][C:14]([F:25])([F:24])[C:15]1[CH:16]=[C:17]([CH2:21][CH2:22][NH2:23])[CH:18]=[CH:19][CH:20]=1.[BH4-].[Na+].Cl, predict the reaction product. The product is: [Cl:1][C:2]1[CH:9]=[C:8]([CH:10]2[CH2:12][CH2:11]2)[CH:7]=[CH:6][C:3]=1[CH2:4][NH:23][CH2:22][CH2:21][C:17]1[CH:18]=[CH:19][CH:20]=[C:15]([C:14]([F:13])([F:24])[F:25])[CH:16]=1. (7) Given the reactants [Na].Cl[C:3]1[C:8]([O:9][CH3:10])=[CH:7][C:6]([N+:11]([O-:13])=[O:12])=[CH:5][N:4]=1.[CH3:14][OH:15], predict the reaction product. The product is: [CH3:14][O:15][C:3]1[C:8]([O:9][CH3:10])=[CH:7][C:6]([N+:11]([O-:13])=[O:12])=[CH:5][N:4]=1. (8) Given the reactants [NH2:1][C:2]1[C:3]([C:19]([O:21]C)=[O:20])=[N:4][C:5]([C:12]2[CH:17]=[CH:16][C:15]([F:18])=[CH:14][CH:13]=2)=[C:6]([C:8]([F:11])([F:10])[F:9])[CH:7]=1.[OH-].[Na+].Cl, predict the reaction product. The product is: [NH2:1][C:2]1[C:3]([C:19]([OH:21])=[O:20])=[N:4][C:5]([C:12]2[CH:13]=[CH:14][C:15]([F:18])=[CH:16][CH:17]=2)=[C:6]([C:8]([F:10])([F:9])[F:11])[CH:7]=1.